This data is from Forward reaction prediction with 1.9M reactions from USPTO patents (1976-2016). The task is: Predict the product of the given reaction. (1) The product is: [Cl:1][C:2]1[N:7]=[C:6]([C:8]2[S:12][C:11]([CH:13]([CH3:15])[CH3:14])=[N:10][C:9]=2[C:16]2[CH:17]=[C:18]([CH:19]=[CH:20][CH:21]=2)[NH2:22])[CH:5]=[CH:4][N:3]=1. Given the reactants [Cl:1][C:2]1[N:7]=[C:6]([C:8]2[S:12][C:11]([CH:13]([CH3:15])[CH3:14])=[N:10][C:9]=2[C:16]2[CH:17]=[C:18]([NH:22]C(=O)OCC=C)[CH:19]=[CH:20][CH:21]=2)[CH:5]=[CH:4][N:3]=1.C([SnH](CCCC)CCCC)CCC.CC(O)=O, predict the reaction product. (2) Given the reactants [Cl:1][C:2]1[CH:3]=[CH:4][C:5]([N+:23]([O-:25])=[O:24])=[C:6]([CH:8]([CH2:18][C:19]([O:21][CH3:22])=[O:20])[CH:9](C(OC)=O)[C:10]([O:12][CH3:13])=[O:11])[CH:7]=1.[Cl:26][C:27]1[CH:28]=[CH:29][C:30]([N+:42]([O-:44])=[O:43])=[C:31]([CH:33]([CH2:38][C:39]([OH:41])=[O:40])[CH2:34][C:35]([OH:37])=[O:36])[CH:32]=1.[Cl-].[Na+], predict the reaction product. The product is: [Cl:1][C:2]1[CH:3]=[CH:4][C:5]([N+:23]([O-:25])=[O:24])=[C:6]([CH:8]([CH2:18][C:19]([O:21][CH3:22])=[O:20])[CH2:9][C:10]([O:12][CH3:13])=[O:11])[CH:7]=1.[Cl:26][C:27]1[CH:28]=[CH:29][C:30]([N+:42]([O-:44])=[O:43])=[C:31]([CH:33]([CH2:38][C:39]([OH:41])=[O:40])[CH2:34][C:35]([OH:37])=[O:36])[CH:32]=1. (3) Given the reactants [Cl:1][C:2]1[CH:10]=[CH:9][CH:8]=[C:7]2[C:3]=1[CH:4]([C:22]1[C:27]([OH:28])=[CH:26][CH:25]=[C:24]([O:29][CH3:30])[N:23]=1)[C:5](=[O:21])[N:6]2[CH2:11][C:12]1[O:13][C:14]([C:17]([F:20])([F:19])[F:18])=[CH:15][CH:16]=1.[CH2:31]=[O:32].[OH-].[Na+], predict the reaction product. The product is: [Cl:1][C:2]1[CH:10]=[CH:9][CH:8]=[C:7]2[C:3]=1[C:4]([C:22]1[C:27]([OH:28])=[CH:26][CH:25]=[C:24]([O:29][CH3:30])[N:23]=1)([CH2:31][OH:32])[C:5](=[O:21])[N:6]2[CH2:11][C:12]1[O:13][C:14]([C:17]([F:19])([F:20])[F:18])=[CH:15][CH:16]=1.